Dataset: NCI-60 drug combinations with 297,098 pairs across 59 cell lines. Task: Regression. Given two drug SMILES strings and cell line genomic features, predict the synergy score measuring deviation from expected non-interaction effect. (1) Drug 1: C1=C(C(=O)NC(=O)N1)N(CCCl)CCCl. Drug 2: CNC(=O)C1=NC=CC(=C1)OC2=CC=C(C=C2)NC(=O)NC3=CC(=C(C=C3)Cl)C(F)(F)F. Cell line: DU-145. Synergy scores: CSS=58.9, Synergy_ZIP=0.512, Synergy_Bliss=4.26, Synergy_Loewe=1.65, Synergy_HSA=5.89. (2) Drug 1: C1C(C(OC1N2C=C(C(=O)NC2=O)F)CO)O. Drug 2: CN(CCCl)CCCl.Cl. Cell line: K-562. Synergy scores: CSS=42.5, Synergy_ZIP=-4.58, Synergy_Bliss=1.62, Synergy_Loewe=3.23, Synergy_HSA=2.67.